This data is from Full USPTO retrosynthesis dataset with 1.9M reactions from patents (1976-2016). The task is: Predict the reactants needed to synthesize the given product. (1) Given the product [C:23]([O:26][CH2:27][C:28]([NH:1][C:2]1[CH:9]=[C:8]([C:10]([F:11])([F:12])[F:13])[CH:7]=[C:4]([C:5]#[N:6])[CH:3]=1)=[O:29])(=[O:25])[CH3:24], predict the reactants needed to synthesize it. The reactants are: [NH2:1][C:2]1[CH:3]=[C:4]([CH:7]=[C:8]([C:10]([F:13])([F:12])[F:11])[CH:9]=1)[C:5]#[N:6].C(N(C(C)C)CC)(C)C.[C:23]([O:26][CH2:27][C:28](Cl)=[O:29])(=[O:25])[CH3:24]. (2) Given the product [C:21]1([CH3:24])[CH:20]=[CH:19][C:18]([C:16]2[N:17]=[C:12]3[CH2:11][CH2:10][CH2:9][N:8]([CH2:1][CH2:2][CH2:3][CH2:4][CH2:5]/[CH:6]=[CH:7]/[C:32]([O:36][CH2:37][CH3:38])=[O:35])[C:13]3=[N:14][C:15]=2[C:25]2[CH:26]=[CH:27][C:28]([CH3:31])=[CH:29][CH:30]=2)=[CH:23][CH:22]=1, predict the reactants needed to synthesize it. The reactants are: [CH2:1]([N:8]1[C:13]2=[N:14][C:15]([C:25]3[CH:30]=[CH:29][C:28]([CH3:31])=[CH:27][CH:26]=3)=[C:16]([C:18]3[CH:23]=[CH:22][C:21]([CH3:24])=[CH:20][CH:19]=3)[N:17]=[C:12]2[CH2:11][CH2:10][CH2:9]1)[CH2:2][CH2:3][CH2:4][CH2:5][CH:6]=[CH2:7].[C:32]([O:36][CH2:37][CH3:38])(=[O:35])C=C. (3) Given the product [Cl:18][C:5]1[C:6]([N:8]2[C:12](=[O:13])[N:11]([CH:14]([F:16])[F:15])[C:10]([CH3:17])=[N:9]2)=[CH:7][C:2]2[N:1]=[C:23]([SH:25])[S:24][C:3]=2[CH:4]=1, predict the reactants needed to synthesize it. The reactants are: [NH2:1][C:2]1[C:3](Cl)=[CH:4][C:5]([Cl:18])=[C:6]([N:8]2[C:12](=[O:13])[N:11]([CH:14]([F:16])[F:15])[C:10]([CH3:17])=[N:9]2)[CH:7]=1.CCO[C:23]([S-:25])=[S:24].[K+].Cl.